Dataset: Forward reaction prediction with 1.9M reactions from USPTO patents (1976-2016). Task: Predict the product of the given reaction. (1) Given the reactants I[C:2]1[CH:7]=[CH:6][C:5]([CH2:8][CH2:9][CH2:10][CH2:11][CH2:12][CH2:13][CH2:14][CH3:15])=[CH:4][CH:3]=1.[CH:16]1[CH:21]=[CH:20][CH:19]=[C:18]2[NH:22][C:23]3[C:24](=[CH:25][C:26]4[NH:27][C:28]5[C:33]([C:34]=4[CH:35]=3)=[CH:32][CH:31]=[CH:30][CH:29]=5)[C:17]=12.C1O[CH2:52][CH2:51]OCCOCCOCCOCCOC1.C([O-])([O-])=O.[K+].[K+], predict the reaction product. The product is: [CH2:8]([C:5]1[CH:6]=[CH:7][C:2]([N:27]2[C:26]3[C:34](=[CH:35][C:23]4[N:22]([C:2]5[CH:3]=[CH:4][C:5]([CH2:8][CH2:9][CH2:10][CH2:11][CH2:12][CH2:13][CH2:51][CH3:52])=[CH:6][CH:7]=5)[C:18]5[C:17]([C:24]=4[CH:25]=3)=[CH:16][CH:21]=[CH:20][CH:19]=5)[C:33]3[C:28]2=[CH:29][CH:30]=[CH:31][CH:32]=3)=[CH:3][CH:4]=1)[CH2:9][CH2:10][CH2:11][CH2:12][CH2:13][CH2:14][CH3:15]. (2) Given the reactants [CH:1]1([C:4]2[CH:5]=[CH:6][C:7]([NH:14][C:15]3[CH:16]=[C:17]4[C:21](=[CH:22][CH:23]=3)[N:20]([CH2:24][C:25]3[CH:30]=[CH:29][C:28]([N:31]5[CH2:36][CH2:35][O:34][CH2:33][CH2:32]5)=[CH:27][CH:26]=3)[CH:19]=[CH:18]4)=[C:8]([CH:13]=2)[C:9]([O:11]C)=[O:10])[CH2:3][CH2:2]1.[OH-].[Na+].Cl.P([O-])([O-])(O)=O.[K+].[K+], predict the reaction product. The product is: [CH:1]1([C:4]2[CH:5]=[CH:6][C:7]([NH:14][C:15]3[CH:16]=[C:17]4[C:21](=[CH:22][CH:23]=3)[N:20]([CH2:24][C:25]3[CH:30]=[CH:29][C:28]([N:31]5[CH2:32][CH2:33][O:34][CH2:35][CH2:36]5)=[CH:27][CH:26]=3)[CH:19]=[CH:18]4)=[C:8]([CH:13]=2)[C:9]([OH:11])=[O:10])[CH2:3][CH2:2]1. (3) Given the reactants [CH2:1]([CH:4]1[NH:9][CH:8]([C:10]2[CH:15]=[CH:14][CH:13]=[CH:12][CH:11]=2)[CH:7]([NH2:16])[CH2:6][CH2:5]1)[CH2:2][CH3:3].C([C@@H]1N[C@@H](C2C=CC=CC=2)[C@@H](N)CC1)CC.C([C@H]1N[C@H](C2C=CC=CC=2)[C@H](N)CC1)CC.[CH3:49][O:50][C:51]1[CH:52]=[C:53]2[C:58](=[CH:59][C:60]=1[CH:61]=O)[N:57]([CH3:63])[C:56](=[O:64])[CH2:55][CH2:54]2, predict the reaction product. The product is: [CH3:49][O:50][C:51]1[CH:52]=[C:53]2[C:58](=[CH:59][C:60]=1[CH2:61][NH:16][CH:7]1[CH2:6][CH2:5][CH:4]([CH2:1][CH2:2][CH3:3])[NH:9][CH:8]1[C:10]1[CH:15]=[CH:14][CH:13]=[CH:12][CH:11]=1)[N:57]([CH3:63])[C:56](=[O:64])[CH2:55][CH2:54]2. (4) Given the reactants [CH3:1][C@H:2]1[C@@H:11]2[CH2:12][CH2:13][C:14]3([CH3:18])[O:16][O:17][C@:10]42[C@H:5]([C@@H:6]([CH3:20])[C@@H:7]([OH:19])[O:8][C@@H:9]4[O:15]3)[CH2:4][CH2:3]1.[C:21]1(=[O:27])[O:26][C:24](=[O:25])[CH2:23][CH2:22]1.C(N(CC)CC)C, predict the reaction product. The product is: [CH3:1][C@H:2]1[C@@H:11]2[CH2:12][CH2:13][C:14]3([CH3:18])[O:16][O:17][C@:10]42[C@H:5]([C@@H:6]([CH3:20])[C@@H:7]([O:19][C:21]([CH2:22][CH2:23][C:24]([OH:26])=[O:25])=[O:27])[O:8][C@@H:9]4[O:15]3)[CH2:4][CH2:3]1. (5) Given the reactants C1(C)C=CC=CC=1.CB1N2CCC[C@H]2C(C2C=CC=CC=2)(C2C=CC=CC=2)O1.B.CSC.[F:33][C:34]1[CH:43]=[C:42]([F:44])[CH:41]=[C:40]2[C:35]=1[C:36](=[O:45])[CH2:37][CH2:38][O:39]2, predict the reaction product. The product is: [F:33][C:34]1[CH:43]=[C:42]([F:44])[CH:41]=[C:40]2[C:35]=1[CH:36]([OH:45])[CH2:37][CH2:38][O:39]2.